The task is: Regression. Given two drug SMILES strings and cell line genomic features, predict the synergy score measuring deviation from expected non-interaction effect.. This data is from NCI-60 drug combinations with 297,098 pairs across 59 cell lines. (1) Drug 1: C1=CC(=CC=C1CC(C(=O)O)N)N(CCCl)CCCl.Cl. Drug 2: CC1=C2C(C(=O)C3(C(CC4C(C3C(C(C2(C)C)(CC1OC(=O)C(C(C5=CC=CC=C5)NC(=O)C6=CC=CC=C6)O)O)OC(=O)C7=CC=CC=C7)(CO4)OC(=O)C)O)C)OC(=O)C. Cell line: MCF7. Synergy scores: CSS=36.3, Synergy_ZIP=-6.72, Synergy_Bliss=-5.01, Synergy_Loewe=-11.2, Synergy_HSA=-0.900. (2) Drug 1: CC1=C(C=C(C=C1)NC(=O)C2=CC=C(C=C2)CN3CCN(CC3)C)NC4=NC=CC(=N4)C5=CN=CC=C5. Drug 2: COC1=C2C(=CC3=C1OC=C3)C=CC(=O)O2. Cell line: SK-MEL-5. Synergy scores: CSS=6.77, Synergy_ZIP=-3.92, Synergy_Bliss=0.458, Synergy_Loewe=-2.06, Synergy_HSA=1.12. (3) Drug 1: COC1=CC(=CC(=C1O)OC)C2C3C(COC3=O)C(C4=CC5=C(C=C24)OCO5)OC6C(C(C7C(O6)COC(O7)C8=CC=CS8)O)O. Drug 2: C1CC(=O)NC(=O)C1N2C(=O)C3=CC=CC=C3C2=O. Cell line: LOX IMVI. Synergy scores: CSS=31.2, Synergy_ZIP=1.17, Synergy_Bliss=1.82, Synergy_Loewe=-23.7, Synergy_HSA=1.24. (4) Drug 1: C1C(C(OC1N2C=C(C(=O)NC2=O)F)CO)O. Drug 2: C1=NC(=NC(=O)N1C2C(C(C(O2)CO)O)O)N. Cell line: SK-OV-3. Synergy scores: CSS=8.94, Synergy_ZIP=-1.37, Synergy_Bliss=5.22, Synergy_Loewe=3.46, Synergy_HSA=6.05. (5) Drug 1: CCCS(=O)(=O)NC1=C(C(=C(C=C1)F)C(=O)C2=CNC3=C2C=C(C=N3)C4=CC=C(C=C4)Cl)F. Synergy scores: CSS=6.62, Synergy_ZIP=7.02, Synergy_Bliss=11.0, Synergy_Loewe=9.73, Synergy_HSA=9.42. Cell line: IGROV1. Drug 2: CC1C(C(CC(O1)OC2CC(OC(C2O)C)OC3=CC4=CC5=C(C(=O)C(C(C5)C(C(=O)C(C(C)O)O)OC)OC6CC(C(C(O6)C)O)OC7CC(C(C(O7)C)O)OC8CC(C(C(O8)C)O)(C)O)C(=C4C(=C3C)O)O)O)O. (6) Drug 1: CCC1(CC2CC(C3=C(CCN(C2)C1)C4=CC=CC=C4N3)(C5=C(C=C6C(=C5)C78CCN9C7C(C=CC9)(C(C(C8N6C=O)(C(=O)OC)O)OC(=O)C)CC)OC)C(=O)OC)O.OS(=O)(=O)O. Drug 2: C1=NC(=NC(=O)N1C2C(C(C(O2)CO)O)O)N. Cell line: HCT-15. Synergy scores: CSS=15.1, Synergy_ZIP=-7.08, Synergy_Bliss=-1.89, Synergy_Loewe=-4.38, Synergy_HSA=-2.26. (7) Drug 1: C1C(C(OC1N2C=NC3=C(N=C(N=C32)Cl)N)CO)O. Drug 2: CCN(CC)CCCC(C)NC1=C2C=C(C=CC2=NC3=C1C=CC(=C3)Cl)OC. Cell line: TK-10. Synergy scores: CSS=26.9, Synergy_ZIP=-6.18, Synergy_Bliss=-0.304, Synergy_Loewe=-8.97, Synergy_HSA=2.02. (8) Drug 1: CN(CC1=CN=C2C(=N1)C(=NC(=N2)N)N)C3=CC=C(C=C3)C(=O)NC(CCC(=O)O)C(=O)O. Drug 2: COCCOC1=C(C=C2C(=C1)C(=NC=N2)NC3=CC=CC(=C3)C#C)OCCOC.Cl. Cell line: NCI-H226. Synergy scores: CSS=19.7, Synergy_ZIP=-4.76, Synergy_Bliss=-1.83, Synergy_Loewe=-3.38, Synergy_HSA=-3.24. (9) Drug 1: C1=CC(=CC=C1CCC2=CNC3=C2C(=O)NC(=N3)N)C(=O)NC(CCC(=O)O)C(=O)O. Drug 2: CC1=C(C(=CC=C1)Cl)NC(=O)C2=CN=C(S2)NC3=CC(=NC(=N3)C)N4CCN(CC4)CCO. Cell line: UO-31. Synergy scores: CSS=37.4, Synergy_ZIP=-6.88, Synergy_Bliss=-2.36, Synergy_Loewe=2.06, Synergy_HSA=3.54.